Dataset: Peptide-MHC class I binding affinity with 185,985 pairs from IEDB/IMGT. Task: Regression. Given a peptide amino acid sequence and an MHC pseudo amino acid sequence, predict their binding affinity value. This is MHC class I binding data. (1) The peptide sequence is LVKSSFVKK. The MHC is HLA-A03:01 with pseudo-sequence HLA-A03:01. The binding affinity (normalized) is 1.00. (2) The peptide sequence is KPESRPFDLI. The MHC is HLA-B07:02 with pseudo-sequence HLA-B07:02. The binding affinity (normalized) is 0.332. (3) The peptide sequence is VIEDITFLR. The MHC is HLA-A11:01 with pseudo-sequence HLA-A11:01. The binding affinity (normalized) is 0.630. (4) The peptide sequence is LQQCFSDL. The MHC is HLA-A02:06 with pseudo-sequence HLA-A02:06. The binding affinity (normalized) is 0.401. (5) The peptide sequence is SYINRTGTF. The MHC is HLA-A23:01 with pseudo-sequence HLA-A23:01. The binding affinity (normalized) is 0.787. (6) The peptide sequence is WEPEFYEAMY. The MHC is HLA-B45:01 with pseudo-sequence HLA-B45:01. The binding affinity (normalized) is 0.